Task: Predict the product of the given reaction.. Dataset: Forward reaction prediction with 1.9M reactions from USPTO patents (1976-2016) Given the reactants [Cl:1][C:2]1[CH:20]=[CH:19][C:5]([CH2:6][NH:7][C:8]2[C:17]3[C:12](=[CH:13][CH:14]=[CH:15][CH:16]=3)[N:11]=[C:10](Cl)[N:9]=2)=[CH:4][CH:3]=1.CCN(CC)CC.[CH2:28]1[C:37]2[C:32](=[CH:33][CH:34]=[CH:35][CH:36]=2)[CH2:31][CH2:30][NH:29]1.Cl.O1CCOCC1, predict the reaction product. The product is: [ClH:1].[Cl:1][C:2]1[CH:20]=[CH:19][C:5]([CH2:6][NH:7][C:8]2[C:17]3[C:12](=[CH:13][CH:14]=[CH:15][CH:16]=3)[N:11]=[C:10]([N:29]3[CH2:30][CH2:31][C:32]4[C:37](=[CH:36][CH:35]=[CH:34][CH:33]=4)[CH2:28]3)[N:9]=2)=[CH:4][CH:3]=1.